From a dataset of Full USPTO retrosynthesis dataset with 1.9M reactions from patents (1976-2016). Predict the reactants needed to synthesize the given product. (1) Given the product [NH2:35][C:33](=[O:34])[C@@H:32]([NH:31][C:29](=[O:30])[C@@H:28]([NH:27][C:25](=[O:26])[C@@H:24]([NH:23][C:10](=[O:12])[CH2:9][NH:8][C:6]1[S:7][C:3]([CH:1]=[O:2])=[CH:4][N:5]=1)[CH3:45])[CH3:44])[CH2:36][C:37]1[CH:42]=[CH:41][C:40]([OH:43])=[CH:39][CH:38]=1, predict the reactants needed to synthesize it. The reactants are: [CH:1]([C:3]1[S:7][C:6]([NH:8][CH2:9][C:10]([OH:12])=O)=[N:5][CH:4]=1)=[O:2].ON1C2N=CC=CC=2N=N1.[NH2:23][C@@H:24]([CH3:45])[C:25]([NH:27][C@@H:28]([CH3:44])[C:29]([NH:31][C@@H:32]([CH2:36][C:37]1[CH:42]=[CH:41][C:40]([OH:43])=[CH:39][CH:38]=1)[C:33]([NH2:35])=[O:34])=[O:30])=[O:26].CN1CCOCC1.C(Cl)CCl. (2) Given the product [Br:1][CH2:2][C:3]1[CH:4]=[C:5]([C:13]2[CH:18]=[CH:17][CH:16]=[C:15]([O:19][CH:20]([CH3:23])[CH3:21])[CH:14]=2)[C:6]([O:9][CH:10]([F:12])[F:11])=[N:7][CH:8]=1, predict the reactants needed to synthesize it. The reactants are: [Br:1][CH2:2][C:3]1[CH:4]=[C:5]([C:13]2[CH:18]=[CH:17][CH:16]=[C:15]([O:19][CH:20]3[CH2:23]O[CH2:21]3)[CH:14]=2)[C:6]([O:9][CH:10]([F:12])[F:11])=[N:7][CH:8]=1.BrC(C)C.